From a dataset of Full USPTO retrosynthesis dataset with 1.9M reactions from patents (1976-2016). Predict the reactants needed to synthesize the given product. (1) The reactants are: N1C2C(=NC=CC=2)N(C2C=CC(C(O)=O)=NC=2)N=1.[N+:19]([C:22]1[C:23]([NH:28][C:29]2[CH:30]=[CH:31][C:32]([C:35]([O:37][CH2:38][CH3:39])=[O:36])=[N:33][CH:34]=2)=[N:24][CH:25]=[CH:26][CH:27]=1)([O-])=O. Given the product [NH2:19][C:22]1[C:23]([NH:28][C:29]2[CH:30]=[CH:31][C:32]([C:35]([O:37][CH2:38][CH3:39])=[O:36])=[N:33][CH:34]=2)=[N:24][CH:25]=[CH:26][CH:27]=1, predict the reactants needed to synthesize it. (2) Given the product [ClH:1].[NH2:2][CH:3]([C:8]1[CH:13]=[CH:12][CH:11]=[C:10]([N+:14]([O-:16])=[O:15])[CH:9]=1)[CH2:4][C:5]([O:7][CH2:18][CH3:19])=[O:6], predict the reactants needed to synthesize it. The reactants are: [ClH:1].[NH2:2][CH:3]([C:8]1[CH:13]=[CH:12][CH:11]=[C:10]([N+:14]([O-:16])=[O:15])[CH:9]=1)[CH2:4][C:5]([OH:7])=[O:6].Cl.[CH2:18](O)[CH3:19]. (3) Given the product [O:27]=[C:25]([N:65]1[CH2:64][CH2:63][CH:62]([O:61][C:60]2[CH:68]=[CH:69][CH:70]=[CH:71][C:59]=2[C:58]([F:57])([F:72])[F:73])[CH2:67][CH2:66]1)[CH2:24][NH:23][C:21]([C:18]1[CH:17]=[C:16]([C:10]2[CH:11]=[CH:12][CH:13]=[CH:14][CH:15]=2)[NH:20][N:19]=1)=[O:22], predict the reactants needed to synthesize it. The reactants are: CCN(C(C)C)C(C)C.[C:10]1([C:16]2[NH:20][N:19]=[C:18]([C:21]([NH:23][CH2:24][C:25]([OH:27])=O)=[O:22])[CH:17]=2)[CH:15]=[CH:14][CH:13]=[CH:12][CH:11]=1.C1C=CC2N(O)N=NC=2C=1.CCN=C=NCCCN(C)C.Cl.FC(F)(F)C(O)=O.[F:57][C:58]([F:73])([F:72])[C:59]1[CH:71]=[CH:70][CH:69]=[CH:68][C:60]=1[O:61][CH:62]1[CH2:67][CH2:66][NH:65][CH2:64][CH2:63]1. (4) Given the product [Br:19][C:7]1[NH:8][C:9]2[C:5]([C:6]=1[CH2:13][C:14]([O:16][CH2:17][CH3:18])=[O:15])=[C:4]([N+:1]([O-:3])=[O:2])[CH:12]=[CH:11][CH:10]=2, predict the reactants needed to synthesize it. The reactants are: [N+:1]([C:4]1[CH:12]=[CH:11][CH:10]=[C:9]2[C:5]=1[C:6]([CH2:13][C:14]([O:16][CH2:17][CH3:18])=[O:15])=[CH:7][NH:8]2)([O-:3])=[O:2].[Br:19]N1C(=O)CCC1=O. (5) Given the product [C:1]([C:3]1[CH:4]=[C:5]([CH:10]=[C:11]([O:13][CH2:23][CH2:22][O:21][CH3:20])[CH:12]=1)[C:6]([O:8][CH3:9])=[O:7])#[N:2], predict the reactants needed to synthesize it. The reactants are: [C:1]([C:3]1[CH:4]=[C:5]([CH:10]=[C:11]([OH:13])[CH:12]=1)[C:6]([O:8][CH3:9])=[O:7])#[N:2].C(=O)([O-])[O-].[K+].[K+].[CH3:20][O:21][CH2:22][CH2:23]Cl. (6) Given the product [CH2:1]([O:3][CH2:4]/[C:5](=[CH:11]\[O:13][CH3:14])/[C:6]([O:8][CH2:9][CH3:10])=[O:7])[CH3:2], predict the reactants needed to synthesize it. The reactants are: [CH2:1]([O:3][CH2:4][CH2:5][C:6]([O:8][CH2:9][CH3:10])=[O:7])[CH3:2].[CH:11]([O:13][CH2:14]C)=O.[O-]CC.[Na+].S(OC)(OC)(=O)=O.